From a dataset of Catalyst prediction with 721,799 reactions and 888 catalyst types from USPTO. Predict which catalyst facilitates the given reaction. (1) The catalyst class is: 3. Product: [N:1]([CH2:4][C@@H:5]([N:14]([CH3:22])[C:15](=[O:21])[O:16][C:17]([CH3:20])([CH3:19])[CH3:18])[CH2:6][C@H:7]1[CH2:8][CH2:9][CH2:10][O:13][CH2:12]1)=[N+:2]=[N-:3]. Reactant: [N:1]([CH2:4][C@@H:5]([NH:14][C:15](=[O:21])[O:16][C:17]([CH3:20])([CH3:19])[CH3:18])[CH2:6][C@H:7]([CH2:12][OH:13])[CH2:8][CH2:9][CH2:10]Cl)=[N+:2]=[N-:3].[CH3:22]OS(OC)(=O)=O. (2) Reactant: [Cl-].O[NH3+:3].[C:4](=[O:7])([O-])[OH:5].[Na+].CS(C)=O.[CH2:13]([C:17]1[N:18]=[C:19]([CH:45]2[CH2:47][CH2:46]2)[N:20]([C:39]2[CH:44]=[CH:43][CH:42]=[CH:41][CH:40]=2)[C:21](=[O:38])[C:22]=1[CH2:23][C:24]1[CH:29]=[CH:28][C:27]([C:30]2[C:31]([C:36]#[N:37])=[CH:32][CH:33]=[CH:34][CH:35]=2)=[CH:26][CH:25]=1)[CH2:14][CH2:15][CH3:16]. Product: [CH2:13]([C:17]1[N:18]=[C:19]([CH:45]2[CH2:46][CH2:47]2)[N:20]([C:39]2[CH:44]=[CH:43][CH:42]=[CH:41][CH:40]=2)[C:21](=[O:38])[C:22]=1[CH2:23][C:24]1[CH:29]=[CH:28][C:27]([C:30]2[CH:35]=[CH:34][CH:33]=[CH:32][C:31]=2[C:36]2[NH:3][C:4](=[O:7])[O:5][N:37]=2)=[CH:26][CH:25]=1)[CH2:14][CH2:15][CH3:16]. The catalyst class is: 13.